From a dataset of Forward reaction prediction with 1.9M reactions from USPTO patents (1976-2016). Predict the product of the given reaction. Given the reactants [C:1]([C:5]1[N:10]=[CH:9][C:8]([C:11]2[N:12]([C:32]([N:34]3[CH2:39][CH2:38][CH:37]([CH2:40][C:41](O)=[O:42])[CH2:36][CH2:35]3)=[O:33])[C@@:13]([C:25]3[CH:30]=[CH:29][C:28]([Cl:31])=[CH:27][CH:26]=3)([CH3:24])[C@@:14]([C:17]3[CH:22]=[CH:21][C:20]([Cl:23])=[CH:19][CH:18]=3)([CH3:16])[N:15]=2)=[C:7]([O:44][CH2:45][CH3:46])[CH:6]=1)([CH3:4])([CH3:3])[CH3:2].[CH3:47][O:48][NH2:49], predict the reaction product. The product is: [C:1]([C:5]1[N:10]=[CH:9][C:8]([C:11]2[N:12]([C:32]([N:34]3[CH2:39][CH2:38][CH:37]([CH2:40][C:41]([NH:49][O:48][CH3:47])=[O:42])[CH2:36][CH2:35]3)=[O:33])[C@@:13]([C:25]3[CH:30]=[CH:29][C:28]([Cl:31])=[CH:27][CH:26]=3)([CH3:24])[C@@:14]([C:17]3[CH:18]=[CH:19][C:20]([Cl:23])=[CH:21][CH:22]=3)([CH3:16])[N:15]=2)=[C:7]([O:44][CH2:45][CH3:46])[CH:6]=1)([CH3:2])([CH3:3])[CH3:4].